From a dataset of Reaction yield outcomes from USPTO patents with 853,638 reactions. Predict the reaction yield, written as a fraction of the theoretical maximum amount of product (1.0 means a 100% yield; for example, 0.34 means a 34% yield). (1) The reactants are C(OC([C:6]1[N:11]2[N:12]=[CH:13][CH:14]=[C:10]2[N:9]=[C:8]([C:15]2[CH:20]=[CH:19][C:18]([Cl:21])=[CH:17][CH:16]=2)[CH:7]=1)=O)C.[CH3:22][Mg]Br.C([O:27][CH2:28][CH3:29])C.S(=O)(=O)(O)O. The catalyst is C(OCC)C. The product is [Cl:21][C:18]1[CH:19]=[CH:20][C:15]([C:8]2[CH:7]=[C:6]([C:28]([OH:27])([CH3:29])[CH3:22])[N:11]3[N:12]=[CH:13][CH:14]=[C:10]3[N:9]=2)=[CH:16][CH:17]=1. The yield is 0.630. (2) The reactants are Cl.[Br:2][C:3]1[CH:4]=[C:5]([Cl:11])[C:6]([CH2:9][NH2:10])=[N:7][CH:8]=1.CCN(CC)CC.[C:19]1(=O)[O:24][C:22](=[O:23])[C:21]2=[CH:25][CH:26]=[CH:27][CH:28]=[C:20]12. The product is [Br:2][C:3]1[CH:4]=[C:5]([Cl:11])[C:6]([CH2:9][N:10]2[C:22](=[O:23])[C:21]3[C:20](=[CH:28][CH:27]=[CH:26][CH:25]=3)[C:19]2=[O:24])=[N:7][CH:8]=1. The catalyst is C1(C)C=CC=CC=1. The yield is 0.650. (3) The reactants are [CH2:1]([N:8]1[C:12]2[C:13](=[O:35])[N:14]([CH3:34])[C:15]([CH:24]([O:29][C:30]([CH3:33])([CH3:32])[CH3:31])[C:25]([O:27][CH3:28])=[O:26])=[C:16]([C:17]3[CH:22]=[CH:21][C:20]([Cl:23])=[CH:19][CH:18]=3)[C:11]=2[CH:10]=[CH:9]1)[C:2]1[CH:7]=[CH:6][CH:5]=[CH:4][CH:3]=1.C1C(=O)N([Br:43])C(=O)C1.O. The product is [CH2:1]([N:8]1[C:12]2[C:13](=[O:35])[N:14]([CH3:34])[C:15]([CH:24]([O:29][C:30]([CH3:32])([CH3:31])[CH3:33])[C:25]([O:27][CH3:28])=[O:26])=[C:16]([C:17]3[CH:22]=[CH:21][C:20]([Cl:23])=[CH:19][CH:18]=3)[C:11]=2[C:10]([Br:43])=[CH:9]1)[C:2]1[CH:3]=[CH:4][CH:5]=[CH:6][CH:7]=1. The yield is 0.810. The catalyst is CN(C)C=O. (4) The reactants are I[C:2]1[C:10]2[C:5](=[N:6][CH:7]=[N:8][C:9]=2[NH2:11])[N:4]([CH2:12][CH2:13][CH2:14][N:15]2[CH2:20][CH2:19][O:18][CH2:17][CH2:16]2)[N:3]=1.[CH3:21][O:22][C:23]1[CH:28]=[C:27](B2OC(C)(C)C(C)(C)O2)[CH:26]=[CH:25][C:24]=1[NH:38][C:39]([C:41]1[N:42]([CH3:50])[C:43]2[C:48]([CH:49]=1)=[CH:47][CH:46]=[CH:45][CH:44]=2)=[O:40].C(=O)([O-])[O-].[Na+].[Na+]. The catalyst is COCCOC.O.C1C=CC([P]([Pd]([P](C2C=CC=CC=2)(C2C=CC=CC=2)C2C=CC=CC=2)([P](C2C=CC=CC=2)(C2C=CC=CC=2)C2C=CC=CC=2)[P](C2C=CC=CC=2)(C2C=CC=CC=2)C2C=CC=CC=2)(C2C=CC=CC=2)C2C=CC=CC=2)=CC=1. The product is [NH2:11][C:9]1[N:8]=[CH:7][N:6]=[C:5]2[N:4]([CH2:12][CH2:13][CH2:14][N:15]3[CH2:20][CH2:19][O:18][CH2:17][CH2:16]3)[N:3]=[C:2]([C:27]3[CH:26]=[CH:25][C:24]([NH:38][C:39]([C:41]4[N:42]([CH3:50])[C:43]5[C:48]([CH:49]=4)=[CH:47][CH:46]=[CH:45][CH:44]=5)=[O:40])=[C:23]([O:22][CH3:21])[CH:28]=3)[C:10]=12. The yield is 0.560.